Dataset: Forward reaction prediction with 1.9M reactions from USPTO patents (1976-2016). Task: Predict the product of the given reaction. Given the reactants [C:1]1(B(O)O)[CH:6]=[CH:5][CH:4]=[CH:3][CH:2]=1.P([O-])([O-])([O-])=O.[K+].[K+].[K+].I[C:19]1[C:24]([O:25][CH2:26][O:27][CH3:28])=[CH:23][CH:22]=[CH:21][C:20]=1[O:29][CH2:30][O:31][CH3:32].CCOCC, predict the reaction product. The product is: [CH3:32][O:31][CH2:30][O:29][C:20]1[CH:21]=[CH:22][CH:23]=[C:24]([O:25][CH2:26][O:27][CH3:28])[C:19]=1[C:1]1[CH:6]=[CH:5][CH:4]=[CH:3][CH:2]=1.